This data is from Reaction yield outcomes from USPTO patents with 853,638 reactions. The task is: Predict the reaction yield, written as a fraction of the theoretical maximum amount of product (1.0 means a 100% yield; for example, 0.34 means a 34% yield). The reactants are [CH:1]([C:4]1[C:8]([CH2:9][CH2:10][CH2:11][CH2:12][OH:13])=[CH:7][N:6]([C:14]2[CH:19]=[CH:18][C:17]([C:20]([F:23])([F:22])[F:21])=[CH:16][N:15]=2)[N:5]=1)([CH3:3])[CH3:2].O[C:25]1[C:30]([O:31][CH3:32])=[CH:29][CH:28]=[CH:27][C:26]=1[CH2:33][C:34]([O:36]C)=[O:35].C(P(CCCC)CCCC)CCC.N(C(N1CCCCC1)=O)=NC(N1CCCCC1)=O. The catalyst is O1CCCC1. The product is [CH:1]([C:4]1[C:8]([CH2:9][CH2:10][CH2:11][CH2:12][O:13][C:25]2[C:30]([O:31][CH3:32])=[CH:29][CH:28]=[CH:27][C:26]=2[CH2:33][C:34]([OH:36])=[O:35])=[CH:7][N:6]([C:14]2[CH:19]=[CH:18][C:17]([C:20]([F:22])([F:21])[F:23])=[CH:16][N:15]=2)[N:5]=1)([CH3:3])[CH3:2]. The yield is 0.850.